Dataset: Forward reaction prediction with 1.9M reactions from USPTO patents (1976-2016). Task: Predict the product of the given reaction. Given the reactants [C:1]([O:5][C:6]([NH:8][C@:9]1([C:15]([OH:17])=O)[CH2:11][C@H:10]1[CH:12]([F:14])[F:13])=[O:7])([CH3:4])([CH3:3])[CH3:2].[CH2:18]([C:25]1([S:28]([NH2:31])(=[O:30])=[O:29])[CH2:27][CH2:26]1)[CH2:19][CH2:20][CH2:21][CH2:22][CH:23]=[CH2:24].C1CCN2C(=NCCC2)CC1, predict the reaction product. The product is: [F:14][CH:12]([F:13])[C@@H:10]1[CH2:11][C@:9]1([NH:8][C:6](=[O:7])[O:5][C:1]([CH3:2])([CH3:3])[CH3:4])[C:15](=[O:17])[NH:31][S:28]([C:25]1([CH2:18][CH2:19][CH2:20][CH2:21][CH2:22][CH:23]=[CH2:24])[CH2:27][CH2:26]1)(=[O:29])=[O:30].